Task: Predict the reaction yield, written as a fraction of the theoretical maximum amount of product (1.0 means a 100% yield; for example, 0.34 means a 34% yield).. Dataset: Reaction yield outcomes from USPTO patents with 853,638 reactions (1) The reactants are [Cl:1][C:2]1[CH:3]=[C:4]([CH:8]2[CH:12]3[CH2:13][CH2:14][CH2:15][CH2:16][CH:11]3[O:10][CH:9]2O)[CH:5]=[CH:6][CH:7]=1.[N:18]1(C(OC(C)(C)C)=O)[CH2:23][CH2:22][NH:21][CH2:20][CH2:19]1.C(O[BH-](OC(=O)C)OC(=O)C)(=O)C.[Na+]. The catalyst is ClC(Cl)C.C(Cl)Cl. The product is [ClH:1].[ClH:1].[Cl:1][C:2]1[CH:3]=[C:4]([CH:8]([CH:12]2[CH2:13][CH2:14][CH2:15][CH2:16][CH:11]2[OH:10])[CH2:9][N:18]2[CH2:23][CH2:22][NH:21][CH2:20][CH2:19]2)[CH:5]=[CH:6][CH:7]=1. The yield is 0.830. (2) The reactants are [NH2:1][C:2]1[CH:3]=[C:4]2[C:9](=[CH:10][CH:11]=1)[CH:8]=[N:7][CH:6]=[CH:5]2.[H-].[Na+].[CH2:14]([O:21][C:22](Cl)=[O:23])[C:15]1[CH:20]=[CH:19][CH:18]=[CH:17][CH:16]=1. The catalyst is CN(C=O)C. The product is [CH2:14]([O:21][C:22](=[O:23])[NH:1][C:2]1[CH:3]=[C:4]2[C:9](=[CH:10][CH:11]=1)[CH:8]=[N:7][CH:6]=[CH:5]2)[C:15]1[CH:20]=[CH:19][CH:18]=[CH:17][CH:16]=1. The yield is 0.900. (3) The reactants are [O:1]1[C:5]2([CH2:10][CH2:9][C:8](=O)[CH2:7][CH2:6]2)[O:4][CH2:3][CH2:2]1.[NH:12]1[CH2:16][CH2:15][C@@H:14]([NH:17][C:18](=[O:24])[O:19][C:20]([CH3:23])([CH3:22])[CH3:21])[CH2:13]1.C(O[BH-](OC(=O)C)OC(=O)C)(=O)C.[Na+]. The catalyst is ClCCCl.C(Cl)Cl. The product is [O:1]1[C:5]2([CH2:10][CH2:9][CH:8]([N:12]3[CH2:16][CH2:15][C@@H:14]([NH:17][C:18](=[O:24])[O:19][C:20]([CH3:22])([CH3:21])[CH3:23])[CH2:13]3)[CH2:7][CH2:6]2)[O:4][CH2:3][CH2:2]1. The yield is 0.968. (4) The reactants are [CH3:1][S:2][C:3]1[N:8]=[C:7]([C:9]#[C:10][C:11]2[CH:16]=[CH:15][CH:14]=[CH:13][C:12]=2[CH2:17][C:18]([O:20][CH3:21])=[O:19])[CH:6]=[CH:5][N:4]=1. The catalyst is CN(C=O)C.[Pd]. The product is [CH3:1][S:2][C:3]1[N:8]=[C:7]([CH2:9][CH2:10][C:11]2[CH:16]=[CH:15][CH:14]=[CH:13][C:12]=2[CH2:17][C:18]([O:20][CH3:21])=[O:19])[CH:6]=[CH:5][N:4]=1. The yield is 0.520. (5) The reactants are [NH:1]1[CH:5]=[CH:4][CH:3]=[C:2]1[C:6]([OH:8])=[O:7].[CH3:9]CN=C=NCCCN(C)C.Cl.C1C=CC2N(O)N=NC=2C=1.CO.S([O-])(O)(=O)=O.[K+]. The catalyst is CN(C)C1C=CN=CC=1.CN(C)C=O. The product is [NH:1]1[CH:5]=[CH:4][CH:3]=[C:2]1[C:6]([O:8][CH3:9])=[O:7]. The yield is 0.790. (6) The reactants are [NH2:1][C:2]1[CH:3]=[C:4]([CH:21]=[CH:22][CH:23]=1)[O:5][C:6]1[CH:7]=[CH:8][C:9]2[N:10]([CH:12]=[C:13]([NH:15][C:16]([CH:18]3[CH2:20][CH2:19]3)=[O:17])[N:14]=2)[N:11]=1.[F:24][C:25]1[CH:26]=[C:27]([CH:31]=[C:32]([C:34]([F:37])([F:36])[F:35])[CH:33]=1)[C:28](O)=[O:29].ON1C2C=CC=CC=2N=N1.Cl.C(N=C=NCCCN(C)C)C. The catalyst is CN(C)C=O. The product is [CH:18]1([C:16]([NH:15][C:13]2[N:14]=[C:9]3[CH:8]=[CH:7][C:6]([O:5][C:4]4[CH:3]=[C:2]([NH:1][C:28](=[O:29])[C:27]5[CH:31]=[C:32]([C:34]([F:35])([F:36])[F:37])[CH:33]=[C:25]([F:24])[CH:26]=5)[CH:23]=[CH:22][CH:21]=4)=[N:11][N:10]3[CH:12]=2)=[O:17])[CH2:20][CH2:19]1. The yield is 0.880. (7) The product is [CH2:1]([O:8][C:9]1[CH:10]=[C:11]([S:15][C:16]2[CH:17]=[C:18]3[C:23](=[CH:24][CH:25]=2)[CH:22]=[C:21]([C@:26]([NH:30][C:31](=[O:37])[O:32][C:33]([CH3:36])([CH3:35])[CH3:34])([CH3:29])[CH2:27][O:28][P:46]([O:47][C:48]([CH3:49])([CH3:50])[CH3:51])([O:52][C:53]([CH3:54])([CH3:55])[CH3:56])=[O:38])[CH:20]=[CH:19]3)[CH:12]=[CH:13][CH:14]=1)[C:2]1[CH:7]=[CH:6][CH:5]=[CH:4][CH:3]=1. The yield is 1.00. No catalyst specified. The reactants are [CH2:1]([O:8][C:9]1[CH:10]=[C:11]([S:15][C:16]2[CH:17]=[C:18]3[C:23](=[CH:24][CH:25]=2)[CH:22]=[C:21]([C@:26]([NH:30][C:31](=[O:37])[O:32][C:33]([CH3:36])([CH3:35])[CH3:34])([CH3:29])[CH2:27][OH:28])[CH:20]=[CH:19]3)[CH:12]=[CH:13][CH:14]=1)[C:2]1[CH:7]=[CH:6][CH:5]=[CH:4][CH:3]=1.[O:38]1CCCC1.C(N(CC)[P:46]([O:52][C:53]([CH3:56])([CH3:55])[CH3:54])[O:47][C:48]([CH3:51])([CH3:50])[CH3:49])C.OO. (8) The reactants are [F:1][CH:2]([F:25])[O:3][C:4]1[CH:24]=[CH:23][C:7]2[NH:8][C:9]([S:11][CH2:12][C:13]3[C:18]([O:19][CH3:20])=[C:17]([O:21][CH3:22])[CH:16]=[CH:15][N:14]=3)=[N:10][C:6]=2[CH:5]=1.[OH-].[Na+].ClN1C(=[O:34])C2=CC=CC=C2C1=O.S(S([O-])=O)([O-])(=O)=O.[Na+].[Na+]. The catalyst is CN(C)C=O.C(O)(=O)C.C(#N)C. The product is [CH3:22][O:21][C:17]1[CH:16]=[CH:15][N:14]=[C:13]([CH2:12][S+:11]([O-:34])[C:9]2[NH:8][C:7]3[CH:23]=[CH:24][C:4]([O:3][CH:2]([F:1])[F:25])=[CH:5][C:6]=3[N:10]=2)[C:18]=1[O:19][CH3:20]. The yield is 0.980. (9) The yield is 0.630. The catalyst is CN(C=O)C. The product is [Cl:8][C:6]1[CH:7]=[C:2]([N:9]2[CH:13]=[CH:12][N:11]=[CH:10]2)[N:3]=[CH:4][N:5]=1. The reactants are Cl[C:2]1[CH:7]=[C:6]([Cl:8])[N:5]=[CH:4][N:3]=1.[NH:9]1[CH:13]=[CH:12][N:11]=[CH:10]1.C(=O)([O-])[O-].[K+].[K+].O. (10) The product is [NH:4]1[CH:5]=[CH:6][C:2]([NH:1][C:57]2[C:58](=[O:65])[N:59]([CH3:64])[CH:60]=[C:61]([Br:63])[CH:62]=2)=[N:3]1. The reactants are [NH2:1][C:2]1[CH:6]=[CH:5][N:4](C(OC(C)(C)C)=O)[N:3]=1.CC1(C)C2C(=C(P(C3C=CC=CC=3)C3C=CC=CC=3)C=CC=2)OC2C(P(C3C=CC=CC=3)C3C=CC=CC=3)=CC=CC1=2.Br[C:57]1[C:58](=[O:65])[N:59]([CH3:64])[CH:60]=[C:61]([Br:63])[CH:62]=1.C([O-])([O-])=O.[Cs+].[Cs+]. The catalyst is C1C=CC(/C=C/C(/C=C/C2C=CC=CC=2)=O)=CC=1.C1C=CC(/C=C/C(/C=C/C2C=CC=CC=2)=O)=CC=1.C1C=CC(/C=C/C(/C=C/C2C=CC=CC=2)=O)=CC=1.[Pd].[Pd].O1CCOCC1. The yield is 0.370.